Dataset: Drug-target binding data from BindingDB using Kd measurements. Task: Regression. Given a target protein amino acid sequence and a drug SMILES string, predict the binding affinity score between them. We predict pKd (pKd = -log10(Kd in M); higher means stronger binding). Dataset: bindingdb_kd. (1) The small molecule is COc1c2ccoc2cc2oc(=O)ccc12. The target protein (P16389) has sequence MTVATGDPADEAAALPGHPQDTYDPEADHECCERVVINISGLRFETQLKTLAQFPETLLGDPKKRMRYFDPLRNEYFFDRNRPSFDAILYYYQSGGRLRRPVNVPLDIFSEEIRFYELGEEAMEMFREDEGYIKEEERPLPENEFQRQVWLLFEYPESSGPARIIAIVSVMVILISIVSFCLETLPIFRDENEDMHGSGVTFHTYSNSTIGYQQSTSFTDPFFIVETLCIIWFSFEFLVRFFACPSKAGFFTNIMNIIDIVAIIPYFITLGTELAEKPEDAQQGQQAMSLAILRVIRLVRVFRIFKLSRHSKGLQILGQTLKASMRELGLLIFFLFIGVILFSSAVYFAEADERESQFPSIPDAFWWAVVSMTTVGYGDMVPTTIGGKIVGSLCAIAGVLTIALPVPVIVSNFNYFYHRETEGEEQAQYLQVTSCPKIPSSPDLKKSRSASTISKSDYMEIQEGVNNSNEDFREENLKTANCTLANTNYVNITKMLTDV. The pKd is 4.4. (2) The small molecule is CNC(=O)c1cc(Oc2ccc(NC(=O)Nc3ccc(Cl)c(C(F)(F)F)c3)cc2)ccn1. The target protein (Q8N5S9) has sequence MEGGPAVCCQDPRAELVERVAAIDVTHLEEADGGPEPTRNGVDPPPRARAASVIPGSTSRLLPARPSLSARKLSLQERPAGSYLEAQAGPYATGPASHISPRAWRRPTIESHHVAISDAEDCVQLNQYKLQSEIGKGAYGVVRLAYNESEDRHYAMKVLSKKKLLKQYGFPRRPPPRGSQAAQGGPAKQLLPLERVYQEIAILKKLDHVNVVKLIEVLDDPAEDNLYLVFDLLRKGPVMEVPCDKPFSEEQARLYLRDVILGLEYLHCQKIVHRDIKPSNLLLGDDGHVKIADFGVSNQFEGNDAQLSSTAGTPAFMAPEAISDSGQSFSGKALDVWATGVTLYCFVYGKCPFIDDFILALHRKIKNEPVVFPEEPEISEELKDLILKMLDKNPETRIGVPDIKLHPWVTKNGEEPLPSEEEHCSVVEVTEEEVKNSVRLIPSWTTVILVKSMLRKRSFGNPFEPQARREERSMSAPGNLLVKEGFGEGGKSPELPGVQE.... The pKd is 5.0. (3) The small molecule is Cc1ccc(NC(=O)c2ccc(CN3CCN(C)CC3)cc2)cc1Nc1nccc(-c2cccnc2)n1. The target protein (Q8NG66) has sequence MLKFQEAAKCVSGSTAISTYPKTLIARRYVLQQKLGSGSFGTVYLVSDKKAKRGEELKVLKEISVGELNPNETVQANLEAQLLSKLDHPAIVKFHASFVEQDNFCIITEYCEGRDLDDKIQEYKQAGKIFPENQIIEWFIQLLLGVDYMHERRILHRDLKSKNVFLKNNLLKIGDFGVSRLLMGSCDLATTLTGTPHYMSPEALKHQGYDTKSDIWSLACILYEMCCMNHAFAGSNFLSIVLKIVEGDTPSLPERYPKELNAIMESMLNKNPSLRPSAIEILKIPYLDEQLQNLMCRYSEMTLEDKNLDCQKEAAHIINAMQKRIHLQTLRALSEVQKMTPRERMRLRKLQAADEKARKLKKIVEEKYEENSKRMQELRSRNFQQLSVDVLHEKTHLKGMEEKEEQPEGRLSCSPQDEDEERWQGREEESDEPTLENLPESQPIPSMDLHELESIVEDATSDLGYHEIPEDPLVAEEYYADAFDSYCEESDEEEEEIALE.... The pKd is 5.0.